Dataset: Reaction yield outcomes from USPTO patents with 853,638 reactions. Task: Predict the reaction yield, written as a fraction of the theoretical maximum amount of product (1.0 means a 100% yield; for example, 0.34 means a 34% yield). (1) The reactants are F[B-](F)(F)F.[C:6]1([C:12]2[CH:17]=[C:16]([C:18]3[CH:23]=[CH:22][CH:21]=[CH:20][CH:19]=3)[CH:15]=[C:14]([C:24]3[CH:29]=[CH:28][CH:27]=[CH:26][CH:25]=3)[O+:13]=2)[CH:11]=[CH:10][CH:9]=[CH:8][CH:7]=1.[C:30]1(=[O:37])[CH2:35][CH2:34][CH2:33][CH2:32][C:31]1=[O:36].C(O)(=O)C.C(N(CC)CC)C. The catalyst is CO. The product is [CH2:17]([C:16]1([C:18]2[CH:23]=[CH:22][CH:21]=[CH:20][CH:19]=2)[CH:15]=[C:14]([C:24]2[CH:25]=[CH:26][CH:27]=[CH:28][CH:29]=2)[C:32]2[CH2:33][CH2:34][CH2:35][C:30](=[O:37])[C:31]=2[O:36]1)[C:12]([C:6]1[CH:11]=[CH:10][CH:9]=[CH:8][CH:7]=1)=[O:13]. The yield is 0.793. (2) The reactants are [CH2:1]([O:3][C:4](=[O:31])[CH2:5][N:6]1[C:14]2[CH2:13][CH2:12][CH2:11][C@@H:10]([N:15]([S:17]([C:20]3[CH:25]=[C:24]([C:26]([F:29])([F:28])[F:27])[CH:23]=[C:22](F)[CH:21]=3)(=[O:19])=[O:18])[CH3:16])[C:9]=2[CH:8]=[N:7]1)[CH3:2].[CH:32]1([SH:37])[CH2:36][CH2:35][CH2:34][CH2:33]1. No catalyst specified. The product is [CH2:1]([O:3][C:4](=[O:31])[CH2:5][N:6]1[C:14]2[CH2:13][CH2:12][CH2:11][C@@H:10]([N:15]([S:17]([C:20]3[CH:25]=[C:24]([C:26]([F:29])([F:28])[F:27])[CH:23]=[C:22]([S:37][CH:32]4[CH2:36][CH2:35][CH2:34][CH2:33]4)[CH:21]=3)(=[O:19])=[O:18])[CH3:16])[C:9]=2[CH:8]=[N:7]1)[CH3:2]. The yield is 0.830. (3) The reactants are [N:1]([C@@H:4]1[CH2:9][CH2:8][N:7]([C:10]([O:12][C:13]([CH3:16])([CH3:15])[CH3:14])=[O:11])[CH2:6][C@H:5]1[F:17])=[N+]=[N-].C([O-])=O.[NH4+]. The catalyst is CO.[Pd]. The product is [NH2:1][C@@H:4]1[CH2:9][CH2:8][N:7]([C:10]([O:12][C:13]([CH3:15])([CH3:14])[CH3:16])=[O:11])[CH2:6][C@H:5]1[F:17]. The yield is 0.800. (4) The reactants are [O:1]1[CH2:6][CH2:5][N:4]([CH2:7][C:8](=O)[CH3:9])[CH2:3][CH2:2]1.[Na].[C:12](OCC)(=O)[C:13]([O:15][CH2:16][CH3:17])=[O:14].Cl.[NH2:23][NH2:24]. No catalyst specified. The product is [O:1]1[CH2:6][CH2:5][N:4]([CH2:7][C:8]2[CH:9]=[C:12]([C:13]([O:15][CH2:16][CH3:17])=[O:14])[NH:24][N:23]=2)[CH2:3][CH2:2]1. The yield is 0.180. (5) The reactants are [CH2:1]([C:3]([C:22]1[CH:27]=[CH:26][C:25]([O:28]S(C(F)(F)F)(=O)=O)=[C:24]([CH3:36])[CH:23]=1)([C:6]1[CH:11]=[CH:10][C:9]([C:12]#[C:13][C:14]2([OH:20])[CH2:19][CH2:18][CH2:17][CH2:16][CH2:15]2)=[C:8]([CH3:21])[CH:7]=1)[CH2:4][CH3:5])[CH3:2].C([O-])(=O)C.[K+].B1(B2OC(C)(C)C(C)(C)O2)OC(C)(C)C(C)(C)O1.[Cl-].[NH4+]. The catalyst is O1CCOCC1.C1(P([C-]2C=CC=C2)C2C=CC=CC=2)C=CC=CC=1.[CH-]1C=CC=C1.[Fe+2].C1C=CC(P(C2C=CC=CC=2)[C-]2C=CC=C2)=CC=1.C1C=CC(P(C2C=CC=CC=2)[C-]2C=CC=C2)=CC=1.Cl[Pd]Cl.[Fe+2]. The product is [CH2:1]([C:3]([C:22]1[CH:27]=[CH:26][C:25]([OH:28])=[C:24]([CH3:36])[CH:23]=1)([C:6]1[CH:11]=[CH:10][C:9]([C:12]#[C:13][C:14]2([OH:20])[CH2:19][CH2:18][CH2:17][CH2:16][CH2:15]2)=[C:8]([CH3:21])[CH:7]=1)[CH2:4][CH3:5])[CH3:2]. The yield is 0.730. (6) The reactants are C([O:5][C:6](=O)[C@H:7]([O:10][C:11]1[CH:34]=[CH:33][C:14]2[C:15]3[N:19]([CH2:20][CH2:21][O:22][C:13]=2[CH:12]=1)[CH:18]=[C:17]([C:23]1[N:24]([CH2:28][C:29]([F:32])([F:31])[F:30])[N:25]=[CH:26][N:27]=1)[N:16]=3)[CH2:8][CH3:9])(C)(C)C.C(O)(C(F)(F)F)=O.C[N:44](C(ON1N=NC2C=CC=NC1=2)=[N+](C)C)C.F[P-](F)(F)(F)(F)F.[Cl-].[NH4+].C(N(CC)CC)C. The catalyst is C(Cl)Cl. The product is [F:30][C:29]([F:32])([F:31])[CH2:28][N:24]1[C:23]([C:17]2[N:16]=[C:15]3[C:14]4[CH:33]=[CH:34][C:11]([O:10][C@H:7]([CH2:8][CH3:9])[C:6]([NH2:44])=[O:5])=[CH:12][C:13]=4[O:22][CH2:21][CH2:20][N:19]3[CH:18]=2)=[N:27][CH:26]=[N:25]1. The yield is 0.480.